This data is from Forward reaction prediction with 1.9M reactions from USPTO patents (1976-2016). The task is: Predict the product of the given reaction. (1) Given the reactants [CH3:1][N:2]([CH3:7])[CH2:3][CH2:4][NH:5][CH3:6].Cl[CH2:9][C:10]1[CH:44]=[CH:43][C:13]([C:14]([NH:16][C:17]2[C:18]3[CH:31]=[C:30]([C:32]([NH:34][N:35]([CH3:42])[C:36]4[CH:41]=[CH:40][CH:39]=[CH:38][CH:37]=4)=[O:33])[S:29][C:19]=3[N:20](C(OC(C)(C)C)=O)[N:21]=2)=[O:15])=[CH:12][CH:11]=1.ClCC1C=CC(C(NC2C3C=C(C(NN(C4C=CC(Cl)=CC=4)C)=O)SC=3N(C(OC(C)(C)C)=O)N=2)=O)=CC=1, predict the reaction product. The product is: [CH3:1][N:2]([CH3:7])[CH2:3][CH2:4][N:5]([CH2:9][C:10]1[CH:11]=[CH:12][C:13]([C:14]([NH:16][C:17]2[C:18]3[CH:31]=[C:30]([C:32]([NH:34][N:35]([CH3:42])[C:36]4[CH:37]=[CH:38][CH:39]=[CH:40][CH:41]=4)=[O:33])[S:29][C:19]=3[NH:20][N:21]=2)=[O:15])=[CH:43][CH:44]=1)[CH3:6]. (2) Given the reactants [C:1](=O)([O-])[O-].[Cs+].[Cs+].CB(O)O.ClCCl.[CH:14]([O:17][C:18]([N:20]1[CH2:26][CH2:25][CH2:24][C:23](=[O:27])[C:22]2[CH:28]=[CH:29][C:30](Br)=[C:31]([CH3:32])[C:21]1=2)=[O:19])([CH3:16])[CH3:15], predict the reaction product. The product is: [CH:14]([O:17][C:18]([N:20]1[CH2:26][CH2:25][CH2:24][C:23](=[O:27])[C:22]2[CH:28]=[CH:29][C:30]([CH3:1])=[C:31]([CH3:32])[C:21]1=2)=[O:19])([CH3:16])[CH3:15]. (3) The product is: [CH3:20][O:13][C:12](=[O:14])[CH2:11][C:7]1[CH:8]=[CH:9][CH:10]=[C:5]([S:2]([CH3:1])(=[O:3])=[O:4])[CH:6]=1. Given the reactants [CH3:1][S:2]([C:5]1[CH:6]=[C:7]([CH2:11][C:12]([OH:14])=[O:13])[CH:8]=[CH:9][CH:10]=1)(=[O:4])=[O:3].OS(O)(=O)=O.[CH3:20]O, predict the reaction product. (4) Given the reactants [F:1][C:2]1[CH:7]=[CH:6][CH:5]=[CH:4][C:3]=1[N:8]1[C:16]2[C:11](=[C:12]([N:17]3[CH2:21][CH2:20][NH:19][C:18]3=[O:22])[CH:13]=[CH:14][CH:15]=2)[CH:10]=[N:9]1.[H-].[Na+].I[CH2:26][C:27]([NH2:29])=[O:28], predict the reaction product. The product is: [F:1][C:2]1[CH:7]=[CH:6][CH:5]=[CH:4][C:3]=1[N:8]1[C:16]2[C:11](=[C:12]([N:17]3[CH2:21][CH2:20][N:19]([CH2:26][C:27]([NH2:29])=[O:28])[C:18]3=[O:22])[CH:13]=[CH:14][CH:15]=2)[CH:10]=[N:9]1. (5) Given the reactants [C:1]([O:5][C@@H:6]([CH3:19])[C@H:7]([NH:10][C:11]1[C:16]([F:17])=[CH:15][N:14]=[C:13]([F:18])[N:12]=1)[CH2:8][OH:9])([CH3:4])([CH3:3])[CH3:2].Cl[C:21](Cl)([O:23]C(=O)OC(Cl)(Cl)Cl)Cl.CC1C=CC=C(C)N=1.CCOC(C)=O.CCCCCCC, predict the reaction product. The product is: [C:1]([O:5][C@H:6]([C@H:7]1[CH2:8][O:9][C:21](=[O:23])[N:10]1[C:11]1[C:16]([F:17])=[CH:15][N:14]=[C:13]([F:18])[N:12]=1)[CH3:19])([CH3:4])([CH3:2])[CH3:3]. (6) Given the reactants C([N-]C(C)C)(C)C.[Li+].[CH:9]1([CH2:12][N:13]2[C:19](=[O:20])[CH2:18][CH2:17][N:16]([C:21]([O:23][C:24]([CH3:27])([CH3:26])[CH3:25])=[O:22])[CH:15]([C:28]3[CH:33]=[CH:32][CH:31]=[CH:30][CH:29]=3)[CH2:14]2)[CH2:11][CH2:10]1.[Br:34]Br, predict the reaction product. The product is: [Br:34][CH:18]1[CH2:17][N:16]([C:21]([O:23][C:24]([CH3:27])([CH3:25])[CH3:26])=[O:22])[CH:15]([C:28]2[CH:33]=[CH:32][CH:31]=[CH:30][CH:29]=2)[CH2:14][N:13]([CH2:12][CH:9]2[CH2:10][CH2:11]2)[C:19]1=[O:20]. (7) Given the reactants [CH2:1]([O:3][C:4](=[O:20])[CH:5]([O:17][CH2:18][CH3:19])[CH2:6][C:7]1[CH:12]=[CH:11][C:10]([OH:13])=[CH:9][C:8]=1[O:14][CH2:15][CH3:16])[CH3:2].[CH3:21][C:22]1[O:26][C:25]([C:27]2[CH:32]=[CH:31][CH:30]=[CH:29][CH:28]=2)=[N:24][C:23]=1[CH2:33][CH2:34]O.C1(P(C2C=CC=CC=2)C2C=CC=CC=2)C=CC=CC=1.N(C(OC(C)(C)C)=O)=NC(OC(C)(C)C)=O, predict the reaction product. The product is: [CH2:1]([O:3][C:4](=[O:20])[CH:5]([O:17][CH2:18][CH3:19])[CH2:6][C:7]1[CH:12]=[CH:11][C:10]([O:13][CH2:34][CH2:33][C:23]2[N:24]=[C:25]([C:27]3[CH:32]=[CH:31][CH:30]=[CH:29][CH:28]=3)[O:26][C:22]=2[CH3:21])=[CH:9][C:8]=1[O:14][CH2:15][CH3:16])[CH3:2]. (8) Given the reactants [CH3:1][Si:2]([O:13][CH3:14])([O:11][CH3:12])[C:3]1[CH:10]=[CH:9][C:6]([CH:7]=[CH2:8])=[CH:5][CH:4]=1.Br[C:16]1[CH:21]=[CH:20][C:19]([Si:22]([CH3:31])([O:27][CH:28](C)C)[O:23][CH:24](C)C)=[CH:18][CH:17]=1.C(N(CC)CC)C.C1(C)C=CC=CC=1P(C1C=CC=CC=1C)C1C=CC=CC=1C, predict the reaction product. The product is: [CH3:1][Si:2]([O:11][CH3:12])([O:13][CH3:14])[C:3]1[CH:10]=[CH:9][C:6]([CH:7]=[CH:8][C:16]2[CH:17]=[CH:18][C:19]([Si:22]([CH3:31])([O:27][CH3:28])[O:23][CH3:24])=[CH:20][CH:21]=2)=[CH:5][CH:4]=1. (9) Given the reactants [C:1](O)(C(F)(F)F)=O.[NH2:8][C:9]1[CH:14]=[CH:13][C:12]([O:15][C:16]([F:19])([F:18])[F:17])=[CH:11][C:10]=1[NH:20][C:21]1[N:29]=[C:28]2[C:24]([NH:25][C:26](=[O:36])[N:27]2[CH:30]2[CH2:35][CH2:34][O:33][CH2:32][CH2:31]2)=[C:23]([C:37]2[CH:42]=[CH:41][N:40]=[CH:39][CH:38]=2)[N:22]=1, predict the reaction product. The product is: [N:40]1[CH:39]=[CH:38][C:37]([C:23]2[N:22]=[C:21]([N:20]3[C:10]4[CH:11]=[C:12]([O:15][C:16]([F:19])([F:17])[F:18])[CH:13]=[CH:14][C:9]=4[N:8]=[CH:1]3)[N:29]=[C:28]3[C:24]=2[NH:25][C:26](=[O:36])[N:27]3[CH:30]2[CH2:35][CH2:34][O:33][CH2:32][CH2:31]2)=[CH:42][CH:41]=1.